Dataset: Forward reaction prediction with 1.9M reactions from USPTO patents (1976-2016). Task: Predict the product of the given reaction. (1) Given the reactants [CH2:1]([C:4]1[CH:9]=[C:8]([C:10]2[S:11][C:12]3[CH2:18][CH2:17][CH2:16][CH2:15][C:13]=3[N:14]=2)[CH:7]=[CH:6][C:5]=1[OH:19])[CH2:2][CH3:3].[CH3:20][O:21][C:22](=[O:38])[CH2:23][N:24]1[C:32]2[C:27](=[CH:28][C:29]([O:33][CH2:34][CH2:35][CH2:36]Br)=[CH:30][CH:31]=2)[CH:26]=[CH:25]1.C([O-])([O-])=O.[Cs+].[Cs+], predict the reaction product. The product is: [CH3:20][O:21][C:22](=[O:38])[CH2:23][N:24]1[C:32]2[C:27](=[CH:28][C:29]([O:33][CH2:34][CH2:35][CH2:36][O:19][C:5]3[CH:6]=[CH:7][C:8]([C:10]4[S:11][C:12]5[CH2:18][CH2:17][CH2:16][CH2:15][C:13]=5[N:14]=4)=[CH:9][C:4]=3[CH2:1][CH2:2][CH3:3])=[CH:30][CH:31]=2)[CH:26]=[CH:25]1. (2) Given the reactants [CH2:1]([C:8]1[N:9]([S:19]([CH2:22][CH2:23][C:24]([O:26][CH3:27])=[O:25])(=[O:21])=[O:20])[CH2:10][C:11]2[C:16]([CH:17]=1)=[CH:15][CH:14]=[CH:13][C:12]=2[F:18])[C:2]1[CH:7]=[CH:6][CH:5]=[CH:4][CH:3]=1.C(OCC)C, predict the reaction product. The product is: [CH2:1]([CH:8]1[CH2:17][C:16]2[C:11](=[C:12]([F:18])[CH:13]=[CH:14][CH:15]=2)[CH2:10][N:9]1[S:19]([CH2:22][CH2:23][C:24]([O:26][CH3:27])=[O:25])(=[O:21])=[O:20])[C:2]1[CH:3]=[CH:4][CH:5]=[CH:6][CH:7]=1. (3) Given the reactants Cl[C:2]1[NH:10][C:9]2[C:4](=[N:5][CH:6]=[CH:7][CH:8]=2)[C:3]=1[C:11]#[N:12].[CH2:13]([NH:16][CH2:17][CH2:18][OH:19])[CH2:14][CH3:15], predict the reaction product. The product is: [OH:19][CH2:18][CH2:17][N:16]([CH2:13][CH2:14][CH3:15])[C:2]1[NH:10][C:9]2[C:4](=[N:5][CH:6]=[CH:7][CH:8]=2)[C:3]=1[C:11]#[N:12]. (4) Given the reactants [F:1][C:2]1[C:7]2[C:8]([C:18]([NH:20][CH3:21])=[O:19])=[C:9]([C:11]3[CH:16]=[CH:15][C:14]([F:17])=[CH:13][CH:12]=3)[O:10][C:6]=2[CH:5]=[CH:4][C:3]=1[OH:22].C(N(CC)CC)C.[F:30][C:31]([F:50])([F:49])[S:32](N(C1C=CC=CC=1)[S:32]([C:31]([F:50])([F:49])[F:30])(=[O:34])=[O:33])(=[O:34])=[O:33], predict the reaction product. The product is: [F:30][C:31]([F:50])([F:49])[S:32]([O:22][C:3]1[CH:4]=[CH:5][C:6]2[O:10][C:9]([C:11]3[CH:12]=[CH:13][C:14]([F:17])=[CH:15][CH:16]=3)=[C:8]([C:18](=[O:19])[NH:20][CH3:21])[C:7]=2[C:2]=1[F:1])(=[O:34])=[O:33]. (5) Given the reactants [CH3:1][O:2][C:3]1[CH:4]=[C:5]2[C:9](=[CH:10][CH:11]=1)[NH:8][CH:7]=[CH:6]2.[H-].[Na+].[CH3:14]I, predict the reaction product. The product is: [CH3:1][O:2][C:3]1[CH:4]=[C:5]2[C:9](=[CH:10][CH:11]=1)[N:8]([CH3:14])[CH:7]=[CH:6]2. (6) Given the reactants [Cl:1][C:2]1[C:7]([C:8]2[CH:13]=[CH:12][CH:11]=[CH:10][CH:9]=2)=[N:6][N:5]=[C:4]2[NH:14][N:15]=[C:16]([C:17]3[CH:22]=[CH:21][CH:20]=[CH:19][CH:18]=3)[C:3]=12.[O:23]1[CH:27]=[C:26]([CH2:28]O)[N:25]=[CH:24]1, predict the reaction product. The product is: [Cl:1][C:2]1[C:7]([C:8]2[CH:9]=[CH:10][CH:11]=[CH:12][CH:13]=2)=[N:6][N:5]=[C:4]2[N:14]([CH2:28][C:26]3[N:25]=[CH:24][O:23][CH:27]=3)[N:15]=[C:16]([C:17]3[CH:18]=[CH:19][CH:20]=[CH:21][CH:22]=3)[C:3]=12.